This data is from Forward reaction prediction with 1.9M reactions from USPTO patents (1976-2016). The task is: Predict the product of the given reaction. (1) Given the reactants C([N:8]1[CH2:13][CH2:12][N:11](CC2C=CC=CC=2)[CH2:10][CH:9]1[CH2:21][O:22][CH3:23])C1C=CC=CC=1, predict the reaction product. The product is: [CH3:23][O:22][CH2:21][CH:9]1[CH2:10][NH:11][CH2:12][CH2:13][NH:8]1. (2) Given the reactants [Cl:1][C:2]1[CH:10]=[C:9]([Cl:11])[C:8]([N+:12]([O-:14])=[O:13])=[CH:7][C:3]=1[C:4](O)=[O:5].S(Cl)(Cl)=O.[CH3:19][NH2:20], predict the reaction product. The product is: [Cl:1][C:2]1[CH:10]=[C:9]([Cl:11])[C:8]([N+:12]([O-:14])=[O:13])=[CH:7][C:3]=1[C:4]([NH:20][CH3:19])=[O:5].